From a dataset of Full USPTO retrosynthesis dataset with 1.9M reactions from patents (1976-2016). Predict the reactants needed to synthesize the given product. (1) Given the product [Cl:1][C:2]1[C:11]2[C:6](=[CH:7][CH:8]=[C:9]([C:33]([C:30]3[CH:31]=[CH:32][C:27]([Cl:26])=[CH:28][CH:29]=3)([C:35]3[N:39]([CH3:40])[CH:38]=[N:37][CH:36]=3)[OH:34])[CH:10]=2)[N:5]=[C:4]([O:13][CH3:14])[C:3]=1[CH2:15][CH2:16][C:17]([F:20])([F:19])[F:18], predict the reactants needed to synthesize it. The reactants are: [Cl:1][C:2]1[C:11]2[C:6](=[CH:7][CH:8]=[C:9](I)[CH:10]=2)[N:5]=[C:4]([O:13][CH3:14])[C:3]=1[CH2:15][CH2:16][C:17]([F:20])([F:19])[F:18].[Li]CCCC.[Cl:26][C:27]1[CH:32]=[CH:31][C:30]([C:33]([C:35]2[N:39]([CH3:40])[CH:38]=[N:37][CH:36]=2)=[O:34])=[CH:29][CH:28]=1. (2) Given the product [CH:8]([C:7]1[N:6]=[C:5]2[CH:10]=[N:11][N:12]([CH2:13][O:14][CH2:15][CH2:16][Si:17]([CH3:20])([CH3:19])[CH3:18])[C:4]2=[CH:3][C:2]=1[NH:22][C:21](=[O:28])[O:23][C:24]([CH3:27])([CH3:26])[CH3:25])=[CH2:9], predict the reactants needed to synthesize it. The reactants are: Br[C:2]1[CH:3]=[C:4]2[N:12]([CH2:13][O:14][CH2:15][CH2:16][Si:17]([CH3:20])([CH3:19])[CH3:18])[N:11]=[CH:10][C:5]2=[N:6][C:7]=1[CH:8]=[CH2:9].[C:21](=[O:28])([O:23][C:24]([CH3:27])([CH3:26])[CH3:25])[NH2:22].CC1(C)C2C(=C(P(C3C=CC=CC=3)C3C=CC=CC=3)C=CC=2)OC2C(P(C3C=CC=CC=3)C3C=CC=CC=3)=CC=CC1=2.C(=O)([O-])[O-].[Cs+].[Cs+]. (3) Given the product [CH:1]([NH:4][C:12]1[S:13][C:14]([C:17]2[CH:18]=[C:19]([C:30]3[CH:35]=[CH:34][CH:33]=[CH:32][CH:31]=3)[C:20]3[N:21]([CH:23]=[C:24]([C:26]([NH:27][CH3:28])=[O:29])[N:25]=3)[CH:22]=2)=[CH:15][N:16]=1)([CH3:3])[CH3:2], predict the reactants needed to synthesize it. The reactants are: [CH:1]([N:4]([C:12]1[S:13][C:14]([C:17]2[CH:18]=[C:19]([C:30]3[CH:35]=[CH:34][CH:33]=[CH:32][CH:31]=3)[C:20]3[N:21]([CH:23]=[C:24]([C:26](=[O:29])[NH:27][CH3:28])[N:25]=3)[CH:22]=2)=[CH:15][N:16]=1)C(=O)OC(C)(C)C)([CH3:3])[CH3:2].C(O)(C(F)(F)F)=O. (4) Given the product [Br:37][C:34]1[N:33]([CH2:38][O:39][CH2:40][CH2:41][Si:42]([CH3:45])([CH3:44])[CH3:43])[C:32]([C:15]2[C:6]([O:5][CH:1]3[CH2:4][CH2:3][CH2:2]3)=[C:7]3[C:12](=[CH:13][CH:14]=2)[N:11]([C:25]([CH:27]2[CH2:29][CH2:28]2)=[O:26])[C@@H:10]([CH3:30])[CH2:9][CH2:8]3)=[N:36][CH:35]=1, predict the reactants needed to synthesize it. The reactants are: [CH:1]1([O:5][C:6]2[C:15](B3OC(C)(C)C(C)(C)O3)=[CH:14][CH:13]=[C:12]3[C:7]=2[CH2:8][CH2:9][C@H:10]([CH3:30])[N:11]3[C:25]([CH:27]2[CH2:29][CH2:28]2)=[O:26])[CH2:4][CH2:3][CH2:2]1.Br[C:32]1[N:33]([CH2:38][O:39][CH2:40][CH2:41][Si:42]([CH3:45])([CH3:44])[CH3:43])[C:34]([Br:37])=[CH:35][N:36]=1.C(=O)([O-])[O-].[Cs+].[Cs+]. (5) Given the product [O:4]1[C:5]2([CH2:6][CH2:7][CH:8]([C:11]3[C:19]4[C:14](=[CH:15][CH:16]=[C:17]([F:20])[CH:18]=4)[NH:13][CH:12]=3)[CH2:9][CH2:10]2)[O:1][CH2:2][CH2:3]1, predict the reactants needed to synthesize it. The reactants are: [O:1]1[C:5]2([CH2:10][CH2:9][C:8]([C:11]3[C:19]4[C:14](=[CH:15][CH:16]=[C:17]([F:20])[CH:18]=4)[NH:13][CH:12]=3)=[CH:7][CH2:6]2)[O:4][CH2:3][CH2:2]1.